From a dataset of HIV replication inhibition screening data with 41,000+ compounds from the AIDS Antiviral Screen. Binary Classification. Given a drug SMILES string, predict its activity (active/inactive) in a high-throughput screening assay against a specified biological target. The molecule is O=c1[nH]c(=O)n(C2COC(CO)C2O)cc1F. The result is 0 (inactive).